This data is from Experimentally validated miRNA-target interactions with 360,000+ pairs, plus equal number of negative samples. The task is: Binary Classification. Given a miRNA mature sequence and a target amino acid sequence, predict their likelihood of interaction. (1) The miRNA is hsa-miR-769-5p with sequence UGAGACCUCUGGGUUCUGAGCU. The protein sequence of the target gene is MDDLTLLDLLECPVCFEKLDVTAKVLPCQHTFCKPCLQRVFKAHKELRCPECRTPVFSNIEALPANLLLVRLLDGVRSGQSSGRGGSFRRPGTMTLQDGRKSRTNPRRLQASPFRLVPNVRIHMDGVPRAKALCNYRGQNPGDLRFNKGDIILLRRQLDENWYQGEINGISGNFPASSVEVIKQLPQPPPLCRALYNFDLRGKDKSENQDCLTFLKDDIITVISRVDENWAEGKLGDKVGIFPILFVEPNLTARHLLEKNKGRQSSRTKNLSLVSSSSRGNTSTLRRGPGSRRKVPGQFS.... Result: 1 (interaction). (2) The miRNA is mmu-miR-6998-3p with sequence AGAGCUGCUCUGUGCCCACACA. The protein sequence of the target gene is MLRCGGRGLLLGLAVAAAAVMAARLMGWWGPRAGFRLFIPEELSRYRGGPGDPGLYLALLGRVYDVSSGRRHYEPGSHYSGFAGRDASRAFVTGDCSEAGLVDDVSDLSAAEMLTLHNWLSFYEKNYVCVGRVTGRFYGEDGLPTPALTQVEAAITRGLEANKLQLQEKQTFPPCNAEWSSARGSRLWCSQKSGGVSRDWIGVPRKLYKPGAKEPRCVCVRTTGPPSGQMPDNPPHRNRGDLDHPNLAEYTGCPPLAITCSFPL. Result: 0 (no interaction). (3) The miRNA is hsa-miR-100-5p with sequence AACCCGUAGAUCCGAACUUGUG. The protein sequence of the target gene is MMAGEGSTITSRIKNLLRSPSIKLRRSKAGNRREDLSSKVTLEKVLGVTVSGGRGLACDPRSGLVAYSAGCVVVLFNPRKHKQHHILNSSRKTITALAFSPDGKYLVTGESGHMPAVRVWDVAERSQVAELQEHKYGVACVAFSPSAKYIVSVGYQHDMIVNVWAWKKNIVVASNKVSSRVTAVSFSEDCSYFVTAGNRHIKFWYLDDSKTSKVNATVPLLGRSGLLGELRNNLFTDVACGRGEKADSTFCITSSGLLCEFSDRRLLDKWVELRTTVAHCISVTQEYIFCGCADGTVRLF.... Result: 0 (no interaction). (4) The miRNA is hsa-miR-1182 with sequence GAGGGUCUUGGGAGGGAUGUGAC. The protein sequence of the target gene is MVIRVFIASSSGFVAIKKKQQDVVRFLEANKIEFEEVDITMSEEQRQWMYKNVPPEKKPTQGNPLPPQIFNGDRYCGDYDSFFESKESNTVFSFLGLKPRLASKAEP. Result: 0 (no interaction). (5) The miRNA is hsa-miR-6888-3p with sequence AUCUGUCUCGAUUGUUUCCAG. Result: 0 (no interaction). The protein sequence of the target gene is MRSLLLLAPLAWLLLVQAKDDAKLEDNLLVLTVATKETEGFRRFKRSAQFFNYKIQSLGLGEDWSVDGGPAAAGGGQKVRLLKKALEKHADKEDLVILFVDSYDVVFASGPRELLKKFQQAKSQVVFSAEEHIYPDRRLEAKYPTVPDGKRFLGSGGFIGYAPSLSKLVAEWEGQDSDSDQLFYTKIFLNPEKREQINISLDHRCRIFQNLDGALDEVVLKFEMGHVRARNLAYDTLPVVVHGNGPTKLQLNYLGNYIPRFWTFETGCTVCDEGLRSLKGIGDEALPTVLVGVFIEQPTP.... (6) The miRNA is hsa-miR-490-5p with sequence CCAUGGAUCUCCAGGUGGGU. The protein sequence of the target gene is MAPPPPPVLPVLLLLAAAAALPAMGLRAAAWEPRVPGGTRAFALRPGCTYAVGAACTPRAPRELLDVGRDGRLAGRRRVSGAGRPLPLQVRLVARSAPTALSRRLRARTHLPGCGARARLCGTGARLCGALCFPVPGGCAAAQHSALAAPTTLPACRCPPRPRPRCPGRPICLPPGGSVRLRLLCALRRAAGAVRVGLALEAATAGTPSASPSPSPPLPPNLPEARAGPARRARRGTSGRGSLKFPMPNYQVALFENEPAGTLILQLHAHYTIEGEEERVSYYMEGLFDERSRGYFRIDS.... Result: 0 (no interaction).